This data is from Forward reaction prediction with 1.9M reactions from USPTO patents (1976-2016). The task is: Predict the product of the given reaction. (1) Given the reactants [CH3:1][C:2]1[C:3]([F:13])=[C:4]([CH:8]=[C:9]([F:12])[C:10]=1[F:11])[C:5]([OH:7])=[O:6].[C:14](Cl)(=O)[C:15](Cl)=O.C(O)C.C([O-])(O)=O.[Na+], predict the reaction product. The product is: [CH2:14]([O:6][C:5](=[O:7])[C:4]1[CH:8]=[C:9]([F:12])[C:10]([F:11])=[C:2]([CH3:1])[C:3]=1[F:13])[CH3:15]. (2) Given the reactants [F:1][C:2]([F:25])([F:24])[C:3]1[CH:4]=[C:5]([C:13]2[N:17]=[CH:16][N:15](/[CH:18]=[C:19](\[Br:23])/[C:20]([OH:22])=O)[N:14]=2)[CH:6]=[C:7]([C:9]([F:12])([F:11])[F:10])[CH:8]=1.ClC(OCC(C)C)=O.C[N:35]1CCOCC1, predict the reaction product. The product is: [F:10][C:9]([F:11])([F:12])[C:7]1[CH:6]=[C:5]([C:13]2[N:17]=[CH:16][N:15](/[CH:18]=[C:19](\[Br:23])/[C:20]([NH2:35])=[O:22])[N:14]=2)[CH:4]=[C:3]([C:2]([F:24])([F:1])[F:25])[CH:8]=1. (3) Given the reactants [CH3:1][C:2]1[CH:3]=[C:4]2[C:8](=[CH:9][CH:10]=1)[NH:7][C:6]1[CH2:11][CH:12]3[NH:17][CH:16]([C:5]2=1)[CH2:15][CH2:14][CH2:13]3.[F:18][C:19]([F:29])([F:28])[C:20]1[CH:25]=[CH:24][CH:23]=[C:22]([CH:26]=[CH2:27])[CH:21]=1, predict the reaction product. The product is: [CH3:1][C:2]1[CH:3]=[C:4]2[C:8](=[CH:9][CH:10]=1)[N:7]([CH2:27][CH2:26][C:22]1[CH:23]=[CH:24][CH:25]=[C:20]([C:19]([F:18])([F:28])[F:29])[CH:21]=1)[C:6]1[CH2:11][C@@H:12]3[NH:17][C@H:16]([C:5]2=1)[CH2:15][CH2:14][CH2:13]3. (4) Given the reactants [H-].[Na+].[SH:3][CH2:4][C:5]([O:7][CH2:8][CH3:9])=[O:6].[Br:10][C:11]1[CH:16]=[CH:15][CH:14]=[C:13]([CH2:17]Br)[N:12]=1, predict the reaction product. The product is: [CH2:8]([O:7][C:5](=[O:6])[CH2:4][S:3][CH2:17][C:13]1[CH:14]=[CH:15][CH:16]=[C:11]([Br:10])[N:12]=1)[CH3:9]. (5) Given the reactants [NH2:1][C:2]1[C:3](=[O:20])[NH:4][C:5](=[S:19])[N:6]([C:9]2[CH:10]=[N:11][C:12]3[C:17]([CH:18]=2)=[CH:16][CH:15]=[CH:14][CH:13]=3)[C:7]=1[NH2:8].[CH:21](O)=O, predict the reaction product. The product is: [N:11]1[C:12]2[C:17](=[CH:16][CH:15]=[CH:14][CH:13]=2)[CH:18]=[C:9]([N:6]2[C:7]3[N:8]=[CH:21][NH:1][C:2]=3[C:3](=[O:20])[NH:4][C:5]2=[S:19])[CH:10]=1. (6) Given the reactants [CH3:1]C(C)([O-])C.[K+].[CH:7]([C:9]1[CH:14]=[CH:13][CH:12]=[CH:11][C:10]=1[N:15]1[C:23]2[C:22](=[O:24])[N:21]([CH3:25])[C:20](=[O:26])[N:19]([CH3:27])[C:18]=2[N:17]=[C:16]1[N:28]1[CH2:33][CH2:32][N:31]([C:34]([O:36][C:37]([CH3:40])([CH3:39])[CH3:38])=[O:35])[CH2:30][CH2:29]1)=O.O, predict the reaction product. The product is: [CH:7]([C:9]1[CH:14]=[CH:13][CH:12]=[CH:11][C:10]=1[N:15]1[C:23]2[C:22](=[O:24])[N:21]([CH3:25])[C:20](=[O:26])[N:19]([CH3:27])[C:18]=2[N:17]=[C:16]1[N:28]1[CH2:33][CH2:32][N:31]([C:34]([O:36][C:37]([CH3:40])([CH3:39])[CH3:38])=[O:35])[CH2:30][CH2:29]1)=[CH2:1]. (7) Given the reactants CS(O[C:6]1[CH:11]=[CH:10][C:9]([C:12]([CH3:15])([CH3:14])[CH3:13])=[CH:8][C:7]=1[C:16]([CH3:19])([CH3:18])[CH3:17])(=O)=O.C([O-])=O.[NH4+].C([O-])(=O)C.[Li+].CO, predict the reaction product. The product is: [C:12]([C:9]1[CH:10]=[CH:11][CH:6]=[C:7]([C:16]([CH3:19])([CH3:18])[CH3:17])[CH:8]=1)([CH3:15])([CH3:14])[CH3:13].